The task is: Predict the reaction yield, written as a fraction of the theoretical maximum amount of product (1.0 means a 100% yield; for example, 0.34 means a 34% yield).. This data is from Reaction yield outcomes from USPTO patents with 853,638 reactions. The yield is 0.940. The reactants are [CH:1]([C:3]1[O:7][N:6]=[C:5]([C:8]2[CH:13]=[CH:12][CH:11]=[CH:10][N:9]=2)[C:4]=1[CH2:14][O:15][C:16]1[CH:23]=[CH:22][C:19]([C:20]#[N:21])=[CH:18][N:17]=1)=[O:2].[BH4-].[Na+]. The catalyst is CO. The product is [OH:2][CH2:1][C:3]1[O:7][N:6]=[C:5]([C:8]2[CH:13]=[CH:12][CH:11]=[CH:10][N:9]=2)[C:4]=1[CH2:14][O:15][C:16]1[CH:23]=[CH:22][C:19]([C:20]#[N:21])=[CH:18][N:17]=1.